From a dataset of NCI-60 drug combinations with 297,098 pairs across 59 cell lines. Regression. Given two drug SMILES strings and cell line genomic features, predict the synergy score measuring deviation from expected non-interaction effect. (1) Drug 1: CCC1=C2CN3C(=CC4=C(C3=O)COC(=O)C4(CC)O)C2=NC5=C1C=C(C=C5)O. Drug 2: B(C(CC(C)C)NC(=O)C(CC1=CC=CC=C1)NC(=O)C2=NC=CN=C2)(O)O. Cell line: CCRF-CEM. Synergy scores: CSS=81.6, Synergy_ZIP=-0.133, Synergy_Bliss=-0.271, Synergy_Loewe=-1.19, Synergy_HSA=0.888. (2) Drug 1: CC1=C2C(C(=O)C3(C(CC4C(C3C(C(C2(C)C)(CC1OC(=O)C(C(C5=CC=CC=C5)NC(=O)C6=CC=CC=C6)O)O)OC(=O)C7=CC=CC=C7)(CO4)OC(=O)C)O)C)OC(=O)C. Drug 2: COCCOC1=C(C=C2C(=C1)C(=NC=N2)NC3=CC=CC(=C3)C#C)OCCOC.Cl. Cell line: CAKI-1. Synergy scores: CSS=24.5, Synergy_ZIP=-0.755, Synergy_Bliss=4.70, Synergy_Loewe=-11.0, Synergy_HSA=4.19. (3) Drug 1: CN1CCC(CC1)COC2=C(C=C3C(=C2)N=CN=C3NC4=C(C=C(C=C4)Br)F)OC. Drug 2: C(CCl)NC(=O)N(CCCl)N=O. Cell line: DU-145. Synergy scores: CSS=6.89, Synergy_ZIP=-3.74, Synergy_Bliss=1.13, Synergy_Loewe=-12.9, Synergy_HSA=-1.85. (4) Drug 1: CCC1=CC2CC(C3=C(CN(C2)C1)C4=CC=CC=C4N3)(C5=C(C=C6C(=C5)C78CCN9C7C(C=CC9)(C(C(C8N6C)(C(=O)OC)O)OC(=O)C)CC)OC)C(=O)OC.C(C(C(=O)O)O)(C(=O)O)O. Drug 2: CC12CCC3C(C1CCC2OP(=O)(O)O)CCC4=C3C=CC(=C4)OC(=O)N(CCCl)CCCl.[Na+]. Cell line: OVCAR-8. Synergy scores: CSS=14.3, Synergy_ZIP=-0.587, Synergy_Bliss=-2.41, Synergy_Loewe=-27.1, Synergy_HSA=-1.84. (5) Drug 1: C1=NNC2=C1C(=O)NC=N2. Drug 2: C1C(C(OC1N2C=NC(=NC2=O)N)CO)O. Cell line: SW-620. Synergy scores: CSS=13.4, Synergy_ZIP=-1.72, Synergy_Bliss=0.0497, Synergy_Loewe=-9.37, Synergy_HSA=0.460. (6) Drug 1: C1CCN(CC1)CCOC2=CC=C(C=C2)C(=O)C3=C(SC4=C3C=CC(=C4)O)C5=CC=C(C=C5)O. Drug 2: CC1=CC=C(C=C1)C2=CC(=NN2C3=CC=C(C=C3)S(=O)(=O)N)C(F)(F)F. Cell line: NCI-H226. Synergy scores: CSS=-2.16, Synergy_ZIP=1.41, Synergy_Bliss=0.277, Synergy_Loewe=-4.89, Synergy_HSA=-5.49.